Dataset: Forward reaction prediction with 1.9M reactions from USPTO patents (1976-2016). Task: Predict the product of the given reaction. (1) The product is: [Br:1][C:2]1[CH:7]=[CH:6][C:5]([C:8]([N:11]2[CH2:19][CH2:18][S:15](=[O:17])(=[O:16])[CH2:13][CH2:14]2)([CH3:9])[CH3:10])=[C:4]([CH3:12])[CH:3]=1. Given the reactants [Br:1][C:2]1[CH:7]=[CH:6][C:5]([C:8]([NH2:11])([CH3:10])[CH3:9])=[C:4]([CH3:12])[CH:3]=1.[CH:13]([S:15]([CH:18]=[CH2:19])(=[O:17])=[O:16])=[CH2:14], predict the reaction product. (2) Given the reactants C1N(P(N2CC2)(NC(C2C(I)=CC=CC=2)=O)=O)C1.[CH:19]([C:21]1[CH:22]=[C:23]([C:27]([N:29]2[CH2:34][CH2:33][N:32]([CH3:35])[CH2:31][CH2:30]2)=[O:28])[CH:24]=[CH:25][CH:26]=1)=[CH2:20].I[C:37]1[C:45]2[C:40](=[CH:41][C:42]([CH:46]=[O:47])=[CH:43][CH:44]=2)[N:39]([CH2:48][O:49][CH2:50][CH2:51][Si:52]([CH3:55])([CH3:54])[CH3:53])[N:38]=1, predict the reaction product. The product is: [CH3:35][N:32]1[CH2:31][CH2:30][N:29]([C:27]([C:23]2[CH:22]=[C:21]([CH:26]=[CH:25][CH:24]=2)/[CH:19]=[CH:20]/[C:37]2[C:45]3[C:40](=[CH:41][C:42]([CH:46]=[O:47])=[CH:43][CH:44]=3)[N:39]([CH2:48][O:49][CH2:50][CH2:51][Si:52]([CH3:55])([CH3:54])[CH3:53])[N:38]=2)=[O:28])[CH2:34][CH2:33]1. (3) Given the reactants C1N=CN(C(N2C=N[CH:10]=[CH:9]2)=O)C=1.CC(OC)(C)C.[C:19]([C:21]([C:24]1[CH:29]=[CH:28][C:27]([CH2:30][CH2:31][C@@:32]([CH:38]2[CH2:42][CH2:41][CH2:40][CH2:39]2)([OH:37])[CH2:33]C(O)=O)=[CH:26][C:25]=1[F:43])([CH3:23])[CH3:22])#[N:20].[C:44]([O-])(=[O:49])[CH2:45][C:46]([O-:48])=[O:47].C([Mg+2])C, predict the reaction product. The product is: [C:19]([C:21]([C:24]1[CH:29]=[CH:28][C:27]([CH2:30][CH2:31][C@@:32]([CH:38]2[CH2:42][CH2:41][CH2:40][CH2:39]2)([OH:37])[CH2:33][C:44](=[O:49])[CH2:45][C:46]([O:48][CH2:9][CH3:10])=[O:47])=[CH:26][C:25]=1[F:43])([CH3:23])[CH3:22])#[N:20]. (4) Given the reactants [NH2:1][C:2]1[CH:3]=[C:4]([C:10]2[C:11]([CH3:28])=[C:12]([NH:16][C:17]([C:19]3[S:23][C:22]4[CH2:24][CH2:25][CH2:26][CH2:27][C:21]=4[CH:20]=3)=[O:18])[CH:13]=[CH:14][CH:15]=2)[CH:5]=[N:6][C:7]=1[O:8][CH3:9].Cl[C:30]1[N:35]=[CH:34][C:33]([N:36]2[CH2:41][CH2:40][N:39]([CH3:42])[CH2:38][CH2:37]2)=[CH:32][CH:31]=1.CC1(C)C2C=CC=C(P(C3C=CC=CC=3)C3C=CC=CC=3)C=2OC2C1=CC=CC=2P(C1C=CC=CC=1)C1C=CC=CC=1.C([O-])([O-])=O.[Cs+].[Cs+], predict the reaction product. The product is: [CH3:9][O:8][C:7]1[N:6]=[CH:5][C:4]([C:10]2[C:11]([CH3:28])=[C:12]([NH:16][C:17]([C:19]3[S:23][C:22]4[CH2:24][CH2:25][CH2:26][CH2:27][C:21]=4[CH:20]=3)=[O:18])[CH:13]=[CH:14][CH:15]=2)=[CH:3][C:2]=1[NH:1][C:30]1[CH:31]=[CH:32][C:33]([N:36]2[CH2:41][CH2:40][N:39]([CH3:42])[CH2:38][CH2:37]2)=[CH:34][N:35]=1. (5) Given the reactants [NH:1]1[C:5]2=[CH:6][N:7]=[C:8]([NH:10][C:11]([CH:13]3[CH2:15][CH2:14]3)=[O:12])[CH:9]=[C:4]2[CH:3]=[CH:2]1.[Cl:16][C:17]1[CH:25]=[CH:24][CH:23]=[C:22]([Cl:26])[C:18]=1[C:19](Cl)=[O:20], predict the reaction product. The product is: [Cl:16][C:17]1[CH:25]=[CH:24][CH:23]=[C:22]([Cl:26])[C:18]=1[C:19]([C:3]1[C:4]2[C:5](=[CH:6][N:7]=[C:8]([NH:10][C:11]([CH:13]3[CH2:14][CH2:15]3)=[O:12])[CH:9]=2)[NH:1][CH:2]=1)=[O:20].